This data is from Experimentally validated miRNA-target interactions with 360,000+ pairs, plus equal number of negative samples. The task is: Binary Classification. Given a miRNA mature sequence and a target amino acid sequence, predict their likelihood of interaction. (1) The miRNA is mmu-miR-3085-5p with sequence AGGUGCCAUUCCGAGGGCCAAGAGU. The protein sequence of the target gene is MAQEIDLSALKELEREAILQVLYRDQAVQNTEEERTRKLKTHLQHLRWKGAKNTDWEHKEKCCARCQQVLGFLLHRGAVCRGCSHRVCAQCRVFLRGTHAWKCTVCFEDRNVKIKTGEWFYEERAKKFPTGGKHETVGGQLLQSYQKLSKISVVPPTPPPVSESQCSRSPGRLQEFGQFRGFNKSVENLFLSLATHVKKLSKSQNDMTSEKHLLATGPRQCVGQTERRSQSDTAVNVTTRKVSAPDILKPLNQEDPKCSTNPILKQQNLPSSPAPSTIFSGGFRHGSLISIDSTCTEMGN.... Result: 0 (no interaction). (2) The miRNA is hsa-miR-6792-3p with sequence CUCCUCCACAGCCCCUGCUCAU. The protein sequence of the target gene is MFCPLKLILLPVLLDYSLGLNDLNVSPPELTVHVGDSALMGCVFQSTEDKCIFKIDWTLSPGEHAKDEYVLYYYSNLSVPIGRFQNRVHLMGDILCNDGSLLLQDVQEADQGTYICEIRLKGESQVFKKAVVLHVLPEEPKELMVHVGGLIQMGCVFQSTEVKHVTKVEWIFSGRRAKEEIVFRYYHKLRMSVEYSQSWGHFQNRVNLVGDIFRNDGSIMLQGVRESDGGNYTCSIHLGNLVFKKTIVLHVSPEEPRTLVTPAALRPLVLGGNQLVIIVGIVCATILLLPVLILIVKKTC.... Result: 1 (interaction).